Predict the product of the given reaction. From a dataset of Forward reaction prediction with 1.9M reactions from USPTO patents (1976-2016). (1) Given the reactants [OH-].[K+].[CH3:3]C1C=CC(S(N(N=O)C)(=O)=O)=CC=1.C(O)CO.CCOCC.[NH:26]1[C:30]2[CH:31]=[C:32]([N:35]3[CH:39]([CH:40]4[CH2:45][CH2:44][CH:43]([O:46][C:47]5[CH:52]=[CH:51][CH:50]=[CH:49][CH:48]=5)[CH2:42][CH2:41]4)[C:38]([CH3:53])=[C:37]([OH:54])[C:36]3=[O:55])[CH:33]=[CH:34][C:29]=2[N:28]=[CH:27]1, predict the reaction product. The product is: [NH:26]1[C:30]2[CH:31]=[C:32]([N:35]3[CH:39]([CH:40]4[CH2:41][CH2:42][CH:43]([O:46][C:47]5[CH:48]=[CH:49][CH:50]=[CH:51][CH:52]=5)[CH2:44][CH2:45]4)[C:38]([CH3:53])=[C:37]([O:54][CH3:3])[C:36]3=[O:55])[CH:33]=[CH:34][C:29]=2[N:28]=[CH:27]1. (2) The product is: [CH2:32]([NH:31][C:29]([NH:28][C:25]1[CH:24]=[CH:23][C:22]([CH2:21][C@H:20]([NH:8][CH2:9][C@H:10]([OH:19])[CH2:11][O:12][C:13]2[CH:14]=[CH:15][CH:16]=[CH:17][CH:18]=2)[CH2:34][OH:35])=[CH:27][CH:26]=1)=[O:30])[CH3:33]. Given the reactants C([N:8]([C@H:20]([CH2:34][OH:35])[CH2:21][C:22]1[CH:27]=[CH:26][C:25]([NH:28][C:29]([NH:31][CH2:32][CH3:33])=[O:30])=[CH:24][CH:23]=1)[CH2:9][C@H:10]([OH:19])[CH2:11][O:12][C:13]1[CH:18]=[CH:17][CH:16]=[CH:15][CH:14]=1)C1C=CC=CC=1, predict the reaction product. (3) Given the reactants Br[C:2]1[CH:7]=[CH:6][C:5]([C:8]2[O:12][N:11]=[C:10]([CH3:13])[C:9]=2[CH:14]([OH:24])[CH2:15][CH2:16][CH2:17][C:18]2[CH:23]=[CH:22][CH:21]=[CH:20][CH:19]=2)=[CH:4][CH:3]=1.[CH2:25]([O:27][C:28]([C:30]1([C:33]2[CH:38]=[CH:37][CH:36]=[CH:35][C:34]=2B2OC(C)(C)C(C)(C)O2)[CH2:32][CH2:31]1)=[O:29])[CH3:26], predict the reaction product. The product is: [CH2:25]([O:27][C:28]([C:30]1([C:33]2[CH:38]=[CH:37][CH:36]=[CH:35][C:34]=2[C:2]2[CH:7]=[CH:6][C:5]([C:8]3[O:12][N:11]=[C:10]([CH3:13])[C:9]=3[CH:14]([OH:24])[CH2:15][CH2:16][CH2:17][C:18]3[CH:23]=[CH:22][CH:21]=[CH:20][CH:19]=3)=[CH:4][CH:3]=2)[CH2:31][CH2:32]1)=[O:29])[CH3:26].